From a dataset of Full USPTO retrosynthesis dataset with 1.9M reactions from patents (1976-2016). Predict the reactants needed to synthesize the given product. (1) Given the product [CH3:16][O:15][C:12]1[CH:11]=[CH:10][C:9]([CH2:8][O:7][CH:5]2[CH2:4][CH:3]([NH:17][C:18](=[O:24])[O:19][C:20]([CH3:21])([CH3:23])[CH3:22])[CH:2]([NH:1][C:32](=[O:33])[C:31]3[CH:35]=[CH:36][CH:37]=[CH:38][C:30]=3[N:26]3[N:27]=[CH:28][CH:29]=[N:25]3)[CH2:6]2)=[CH:14][CH:13]=1, predict the reactants needed to synthesize it. The reactants are: [NH2:1][CH:2]1[CH2:6][CH:5]([O:7][CH2:8][C:9]2[CH:14]=[CH:13][C:12]([O:15][CH3:16])=[CH:11][CH:10]=2)[CH2:4][CH:3]1[NH:17][C:18](=[O:24])[O:19][C:20]([CH3:23])([CH3:22])[CH3:21].[N:25]1[N:26]([C:30]2[CH:38]=[CH:37][CH:36]=[CH:35][C:31]=2[C:32](O)=[O:33])[N:27]=[CH:28][CH:29]=1.CN(C(ON1N=NC2C=CC=NC1=2)=[N+](C)C)C.F[P-](F)(F)(F)(F)F.C(N(CC)CC)C. (2) Given the product [F:62][C:59]1[CH:60]=[CH:61][C:56]([C:48]2[C:49]3[CH:55]=[CH:54][CH:53]=[CH:52][C:50]=3[NH:51][C:45]3[CH:44]=[CH:43][C:42]([C:40]([NH:39][CH:38]([C:37]4[CH:36]=[CH:35][CH:34]=[CH:65][CH:64]=4)[CH3:2])=[O:41])=[CH:63][C:46]=3[N:47]=2)=[CH:57][CH:58]=1, predict the reactants needed to synthesize it. The reactants are: Cl[C:2]1C=CC2NC3C=CC=CC=3C(C3C=CC(F)=CC=3)=NC=2C=1.CC(N)C1C=CC=CC=1.F[C:34]1[CH:65]=[CH:64][C:37]([CH2:38][NH:39][C:40]([C:42]2[CH:43]=[CH:44][C:45]3[NH:51][C:50]4[CH:52]=[CH:53][CH:54]=[CH:55][C:49]=4[C:48]([C:56]4[CH:61]=[CH:60][C:59]([F:62])=[CH:58][CH:57]=4)=[N:47][C:46]=3[CH:63]=2)=[O:41])=[CH:36][CH:35]=1. (3) Given the product [CH3:41][O:40][C:33]1[CH:32]=[C:31]2[C:36]([C:37]([CH3:39])=[CH:38][C:29]([NH:11][C@H:12]3[CH2:17][CH2:16][CH2:15][C@H:14]([NH2:18])[CH2:13]3)=[N:30]2)=[CH:35][CH:34]=1, predict the reactants needed to synthesize it. The reactants are: C(OC([N:11]([C:29]1[CH:38]=[C:37]([CH3:39])[C:36]2[C:31](=[CH:32][C:33]([O:40][CH3:41])=[CH:34][CH:35]=2)[N:30]=1)[C@H:12]1[CH2:17][CH2:16][CH2:15][C@H:14]([NH:18]C(=O)OCC2C=CC=CC=2)[CH2:13]1)=O)C1C=CC=CC=1. (4) Given the product [ClH:48].[F:34][C:31]([F:32])([F:33])[C:29]1[CH:28]=[C:5]([CH:4]=[C:3]([C:2]([F:36])([F:35])[F:1])[CH:30]=1)[C:6]([N:8]1[CH2:13][CH2:12][N:11]([CH2:14][C:15]([N:45]2[CH2:46][CH2:47][N:42]([CH:37]3[CH2:41][CH2:40][CH2:39][CH2:38]3)[CH2:43][CH2:44]2)=[O:17])[CH2:10][C@H:9]1[CH2:18][C:19]1[C:27]2[C:22](=[CH:23][CH:24]=[CH:25][CH:26]=2)[NH:21][CH:20]=1)=[O:7], predict the reactants needed to synthesize it. The reactants are: [F:1][C:2]([F:36])([F:35])[C:3]1[CH:4]=[C:5]([CH:28]=[C:29]([C:31]([F:34])([F:33])[F:32])[CH:30]=1)[C:6]([N:8]1[CH2:13][CH2:12][N:11]([CH2:14][C:15]([OH:17])=O)[CH2:10][C@H:9]1[CH2:18][C:19]1[C:27]2[C:22](=[CH:23][CH:24]=[CH:25][CH:26]=2)[NH:21][CH:20]=1)=[O:7].[CH:37]1([N:42]2[CH2:47][CH2:46][NH:45][CH2:44][CH2:43]2)[CH2:41][CH2:40][CH2:39][CH2:38]1.[ClH:48].CN(C)CCCN=C=NCC.ON1C2C=CC=CC=2N=N1. (5) Given the product [CH:9]1[C:18]2[C:13](=[CH:14][C:15]([C:19]3[O:20][C:2]([NH2:3])=[N:22][N:21]=3)=[CH:16][CH:17]=2)[CH:12]=[CH:11][N:10]=1, predict the reactants needed to synthesize it. The reactants are: Br[C:2]#[N:3].N1C=CN=C1.[CH:9]1[C:18]2[C:13](=[CH:14][C:15]([C:19]([NH:21][NH2:22])=[O:20])=[CH:16][CH:17]=2)[CH:12]=[CH:11][N:10]=1.